From a dataset of Catalyst prediction with 721,799 reactions and 888 catalyst types from USPTO. Predict which catalyst facilitates the given reaction. (1) Product: [ClH:36].[CH3:8][C:7]1([CH3:9])[CH2:6][CH:5]([O:10][C:11]2[CH:20]=[C:19]3[C:14]([CH:15]=[CH:16][C:17](=[O:21])[O:18]3)=[CH:13][CH:12]=2)[CH2:4][C:3]([CH3:23])([CH3:22])[NH:2]1. The catalyst class is: 11. Reactant: C[N:2]1[C:7]([CH3:9])([CH3:8])[CH2:6][CH:5]([O:10][C:11]2[CH:20]=[C:19]3[C:14]([CH:15]=[CH:16][C:17](=[O:21])[O:18]3)=[CH:13][CH:12]=2)[CH2:4][C:3]1([CH3:23])[CH3:22].CCOC(/N=N/C(OCC)=O)=O.[ClH:36]. (2) Reactant: [CH3:1][C:2]1([CH3:33])[O:6][C:5]2[CH:7]=[CH:8][C:9]([O:11][CH2:12][CH2:13][CH2:14][CH2:15][O:16][C:17]3[C:22]([Cl:23])=[CH:21][C:20]([O:24]CC4C=CC=CC=4)=[CH:19][C:18]=3[Cl:32])=[CH:10][C:4]=2[O:3]1. Product: [CH3:1][C:2]1([CH3:33])[O:6][C:5]2[CH:7]=[CH:8][C:9]([O:11][CH2:12][CH2:13][CH2:14][CH2:15][O:16][C:17]3[C:18]([Cl:32])=[CH:19][C:20]([OH:24])=[CH:21][C:22]=3[Cl:23])=[CH:10][C:4]=2[O:3]1. The catalyst class is: 63. (3) Reactant: Cl[C:2]1[CH:3]=[CH:4][N:5]2[C:10]([CH:11]=1)=[CH:9][CH:8]=[C:7]([C:12]([O:14][CH2:15][CH3:16])=[O:13])[C:6]2=[O:17].[CH3:18][O:19][C:20]1[CH:25]=[CH:24][C:23](B(O)O)=[CH:22][CH:21]=1.[F-].[Cs+].CN(C=O)C. Product: [CH3:18][O:19][C:20]1[CH:25]=[CH:24][C:23]([C:2]2[CH:3]=[CH:4][N:5]3[C:10]([CH:11]=2)=[CH:9][CH:8]=[C:7]([C:12]([O:14][CH2:15][CH3:16])=[O:13])[C:6]3=[O:17])=[CH:22][CH:21]=1. The catalyst class is: 69. (4) Reactant: Cl.[NH:2]1[CH2:7][CH2:6][C:5]2([C:15]3[C:10](=[CH:11][CH:12]=[CH:13][CH:14]=3)[C:9](=[O:16])[CH2:8]2)[CH2:4][CH2:3]1.CCN(CC)CC.[CH:24]1[CH:29]=[CH:28][C:27]([CH2:30][O:31][C:32](Cl)=[O:33])=[CH:26][CH:25]=1. Product: [O:16]=[C:9]1[C:10]2[C:15](=[CH:14][CH:13]=[CH:12][CH:11]=2)[C:5]2([CH2:6][CH2:7][N:2]([C:32]([O:31][CH2:30][C:27]3[CH:28]=[CH:29][CH:24]=[CH:25][CH:26]=3)=[O:33])[CH2:3][CH2:4]2)[CH2:8]1. The catalyst class is: 2.